From a dataset of hERG potassium channel inhibition data for cardiac toxicity prediction from Karim et al.. Regression/Classification. Given a drug SMILES string, predict its toxicity properties. Task type varies by dataset: regression for continuous values (e.g., LD50, hERG inhibition percentage) or binary classification for toxic/non-toxic outcomes (e.g., AMES mutagenicity, cardiotoxicity, hepatotoxicity). Dataset: herg_karim. (1) The compound is O=C(NC(c1ccc(Cl)cc1)c1ccnc(F)c1)[C@@H]1CC[C@@H](N2CCOCC2)C[C@H]1c1ccc(Br)cc1. The result is 1 (blocker). (2) The compound is N#Cc1ccc(S(=O)(=O)NCCN2CC3CN(CCCOc4ccccc4F)CC(C2)O3)cc1. The result is 0 (non-blocker). (3) The drug is C=CC(=O)N1CCC[C@@H](n2nc(-c3ccc(Oc4ccccc4)cc3)c3c(N)ncnc32)C1. The result is 0 (non-blocker). (4) The compound is CC(=O)NCCNC(=O)c1ccc(O)cc1OC[C@@H](O)CN1CCC2(CC1)Cc1cc(Cl)ccc1O2. The result is 1 (blocker). (5) The result is 1 (blocker). The drug is Cc1ccc2c(-c3nnc(SCCCN4CCc5ccc6nc(C(C)(F)F)oc6c5CC4)n3C)cccc2n1. (6) The molecule is COc1cc2ncnc(N3CCC(CNS(N)(=O)=O)CC3)c2cc1OC. The result is 0 (non-blocker).